Dataset: Reaction yield outcomes from USPTO patents with 853,638 reactions. Task: Predict the reaction yield, written as a fraction of the theoretical maximum amount of product (1.0 means a 100% yield; for example, 0.34 means a 34% yield). The reactants are [CH3:1][NH:2][C:3](=[O:17])[C:4]1[CH:9]=[C:8]([C:10]#[N:11])[C:7]([CH2:12]O)=[CH:6][C:5]=1[N:14]([CH3:16])[CH3:15].N12CCCN=C1CCCCC2.C1(P([N:43]=[N+:44]=[N-:45])(C2C=CC=CC=2)=O)C=CC=CC=1. The catalyst is O1CCCC1. The product is [CH3:1][NH:2][C:3](=[O:17])[C:4]1[CH:9]=[C:8]([C:10]#[N:11])[C:7]([CH2:12][N:43]=[N+:44]=[N-:45])=[CH:6][C:5]=1[N:14]([CH3:16])[CH3:15]. The yield is 0.800.